From a dataset of Peptide-MHC class I binding affinity with 185,985 pairs from IEDB/IMGT. Regression. Given a peptide amino acid sequence and an MHC pseudo amino acid sequence, predict their binding affinity value. This is MHC class I binding data. (1) The peptide sequence is FICNLLLLFV. The MHC is HLA-A02:02 with pseudo-sequence HLA-A02:02. The binding affinity (normalized) is 0.917. (2) The peptide sequence is NENPGGYCL. The MHC is HLA-B40:02 with pseudo-sequence HLA-B40:02. The binding affinity (normalized) is 0.480.